This data is from KCNQ2 potassium channel screen with 302,405 compounds. The task is: Binary Classification. Given a drug SMILES string, predict its activity (active/inactive) in a high-throughput screening assay against a specified biological target. (1) The molecule is Clc1c(CSc2oc(nn2)c2ccc(OCC(F)(F)F)nc2)c(Cl)ccc1. The result is 0 (inactive). (2) The result is 0 (inactive). The compound is Clc1c(CN2C(=O)C3N(C(c4[nH]c5c(c4C3)cccc5)(C)C)C2=O)cccc1. (3) The result is 0 (inactive). The drug is Clc1ccc(NC(=O)c2n(nc(c2)C)c2ccccc2)cc1.